Task: Predict the product of the given reaction.. Dataset: Forward reaction prediction with 1.9M reactions from USPTO patents (1976-2016) (1) Given the reactants [OH:1][C:2]1[CH:10]=[CH:9][C:8]([C:11]2[N:12]([C:27]([O:29][C:30]([CH3:33])([CH3:32])[CH3:31])=[O:28])[C:13]3[C:18]([CH:19]=2)=[CH:17][C:16]([CH2:20][N:21]2[CH2:26][CH2:25][CH2:24][CH2:23][CH2:22]2)=[CH:15][CH:14]=3)=[C:7]2[C:3]=1[CH2:4][NH:5][C:6]2=[O:34].C(N(CC)CC)C.[Cl:42][C:43]1[CH:44]=[C:45]([S:49](Cl)(=[O:51])=[O:50])[CH:46]=[CH:47][CH:48]=1, predict the reaction product. The product is: [Cl:42][C:43]1[CH:44]=[C:45]([S:49]([O:1][C:2]2[CH:10]=[CH:9][C:8]([C:11]3[N:12]([C:27]([O:29][C:30]([CH3:31])([CH3:33])[CH3:32])=[O:28])[C:13]4[C:18]([CH:19]=3)=[CH:17][C:16]([CH2:20][N:21]3[CH2:26][CH2:25][CH2:24][CH2:23][CH2:22]3)=[CH:15][CH:14]=4)=[C:7]3[C:3]=2[CH2:4][NH:5][C:6]3=[O:34])(=[O:51])=[O:50])[CH:46]=[CH:47][CH:48]=1. (2) Given the reactants [Cl:1][C:2]1[CH:9]=[CH:8][CH:7]=[CH:6][C:3]=1[NH:4][CH3:5].[CH:10]([C:12]1[CH:13]=[C:14]([CH:19]=[CH:20][CH:21]=1)[C:15]([O:17][CH3:18])=[O:16])=O.C(O[BH-](OC(=O)C)OC(=O)C)(=O)C.[Na+].[OH-].[Na+], predict the reaction product. The product is: [Cl:1][C:2]1[CH:9]=[CH:8][CH:7]=[CH:6][C:3]=1[N:4]([CH2:10][C:12]1[CH:13]=[C:14]([CH:19]=[CH:20][CH:21]=1)[C:15]([O:17][CH3:18])=[O:16])[CH3:5]. (3) Given the reactants [Br:1][C:2]1[CH:8]=[CH:7][CH:6]=[C:5]([CH3:9])[C:3]=1N.C=O.[BH3-][C:13]#[N:14].[Na+].[C:16](O)(=O)C, predict the reaction product. The product is: [Br:1][C:2]1[CH:8]=[CH:7][CH:6]=[C:5]([CH3:9])[C:3]=1[N:14]([CH3:13])[CH3:16]. (4) Given the reactants [C:9](O[C:9]([O:11][C:12]([CH3:15])([CH3:14])[CH3:13])=[O:10])([O:11][C:12]([CH3:15])([CH3:14])[CH3:13])=[O:10].[CH2:16]([O:23][CH2:24][C@@H:25]1[NH:30][C:29](=[O:31])[CH2:28][O:27][CH2:26]1)[C:17]1[CH:22]=[CH:21][CH:20]=[CH:19][CH:18]=1.C(OCC)(=O)C, predict the reaction product. The product is: [CH2:16]([O:23][CH2:24][C@H:25]1[CH2:26][O:27][CH2:28][C:29](=[O:31])[N:30]1[C:9]([O:11][C:12]([CH3:13])([CH3:14])[CH3:15])=[O:10])[C:17]1[CH:18]=[CH:19][CH:20]=[CH:21][CH:22]=1. (5) Given the reactants CC(CCC[C@H]([C@@H]1[C@]2(C)[C@H]([C@H]3[C@H](CC2)[C@:22]2(C)[C:16]([CH2:17][C@H:18]([CH2:20][CH2:21]2)[OH:19])=[CH:15][CH2:14]3)CC1)C)C.CCCCC[C@H](O)/C=C/[C@H]1OC(O)C[C@H](O)[C@@H]1C/C=C\CCCC(O)=O.[CH3:55][C@@H:56]([C@@H:63]1[C@@:67]2(C)[CH2:68][CH2:69][C@@:70]34C[C@:75]53[CH2:77][CH2:78][C@H:79]([O:83]C(/C=C/C3C=CC(O)=C(OC)C=3)=O)[C:80](C)(C)[C@@H]5CC[C@H:71]4[C@:66]2([CH3:98])[CH2:65][CH2:64]1)[CH2:57]CC=C(C)C.C1(N)C(F)=C(F)C(F)=C(N)C=1F.Cl.Cl.CC[C@@H](C(C)C)CC[C@H]([C@@H]1[C@@]2(C)CC[C@@H]3[C@@]4(C)CC[C@H](O)CC4=CC[C@H]3[C@@H]2CC1)C.CC[C@@H](C(C)C)CC[C@H]([C@@H]1[C@@]2(C)CC[C@@H]3[C@@]4(C)CC[C@H](O[C@@H]5O[C@H](CO)[C@@H](O)[C@H](O)[C@H]5O)CC4=CC[C@H]3[C@@H]2CC1)C.CC1C(O)=C(C)C2CC[C@](CCC[C@@H](CCC[C@@H](CCCC(C)C)C)C)(C)OC=2C=1C, predict the reaction product. The product is: [CH3:55][C:56]([CH3:57])=[CH:63][CH2:64][CH2:65]/[C:66](/[CH3:98])=[CH:67]/[CH2:68][CH2:69]/[C:70](/[CH3:71])=[CH:75]/[CH2:77][CH2:78][C:79]1([CH3:80])[O:83][C:22]2[CH:21]=[CH:20][C:18]([OH:19])=[CH:17][C:16]=2[CH2:15][CH2:14]1. (6) Given the reactants [C@]12(C)C(C)(C)C(CC1)CC2C([O:12][C@H:13]([C:18]1[CH:23]=[C:22]([O:24][CH3:25])[C:21]([I:26])=[CH:20][C:19]=1[N+:27]([O-:29])=[O:28])[C:14]([CH3:17])([CH3:16])[CH3:15])=O.C([O-])([O-])=O.[K+].[K+], predict the reaction product. The product is: [I:26][C:21]1[C:22]([O:24][CH3:25])=[CH:23][C:18]([C@@H:13]([OH:12])[C:14]([CH3:17])([CH3:16])[CH3:15])=[C:19]([N+:27]([O-:29])=[O:28])[CH:20]=1. (7) Given the reactants [CH3:1][NH:2][C:3]1[C:11]2[C:6](=[CH:7][C:8]([C:12]([O:14]C)=[O:13])=[CH:9][CH:10]=2)[NH:5][N:4]=1.Cl, predict the reaction product. The product is: [CH3:1][NH:2][C:3]1[C:11]2[C:6](=[CH:7][C:8]([C:12]([OH:14])=[O:13])=[CH:9][CH:10]=2)[NH:5][N:4]=1.